Dataset: Reaction yield outcomes from USPTO patents with 853,638 reactions. Task: Predict the reaction yield, written as a fraction of the theoretical maximum amount of product (1.0 means a 100% yield; for example, 0.34 means a 34% yield). (1) The reactants are [NH:1]1[CH2:6][CH2:5][O:4][CH2:3][CH2:2]1.C(N(CC)CC)C.[I:14][C:15]1[CH:23]=[CH:22][C:18]([C:19](Cl)=[O:20])=[CH:17][CH:16]=1. The catalyst is ClCCl. The product is [I:14][C:15]1[CH:23]=[CH:22][C:18]([C:19]([N:1]2[CH2:6][CH2:5][O:4][CH2:3][CH2:2]2)=[O:20])=[CH:17][CH:16]=1. The yield is 1.00. (2) The reactants are C[O:2][C:3](=O)[C:4]1[C:5](=[C:10]([F:14])[CH:11]=[CH:12][CH:13]=1)[C:6](OC)=[O:7].[OH-].[Na+]. The catalyst is C1COCC1.[Cl-].[Na+].O. The product is [F:14][C:10]1[CH:11]=[CH:12][CH:13]=[C:4]([CH2:3][OH:2])[C:5]=1[CH2:6][OH:7]. The yield is 0.700. (3) The catalyst is C1(C)C=CC=CC=1. The product is [C:32]([NH:1][C:2]1[CH:3]=[C:4]([N:18]2[CH2:24][CH2:23][CH2:22][N:21]([C:25]([O:27][C:28]([CH3:31])([CH3:30])[CH3:29])=[O:26])[CH2:20][CH2:19]2)[CH:5]=[CH:6][C:7]=1[S:8]([C:11]1[CH:16]=[CH:15][CH:14]=[C:13]([F:17])[CH:12]=1)(=[O:9])=[O:10])(=[O:34])[CH3:33]. The reactants are [NH2:1][C:2]1[CH:3]=[C:4]([N:18]2[CH2:24][CH2:23][CH2:22][N:21]([C:25]([O:27][C:28]([CH3:31])([CH3:30])[CH3:29])=[O:26])[CH2:20][CH2:19]2)[CH:5]=[CH:6][C:7]=1[S:8]([C:11]1[CH:16]=[CH:15][CH:14]=[C:13]([F:17])[CH:12]=1)(=[O:10])=[O:9].[C:32](OC(=O)C)(=[O:34])[CH3:33]. The yield is 0.970. (4) The reactants are CS(O)(=O)=O.CS(O[CH2:11][CH2:12][C:13]1[O:14][C:15]2[CH:21]=[CH:20][C:19]([C:22]3[CH:27]=[CH:26][C:25]([C:28]#[N:29])=[CH:24][CH:23]=3)=[CH:18][C:16]=2[CH:17]=1)(=O)=O.[N-:30]=[N+:31]=[N-:32].[Na+].ClCCl. The catalyst is CN(C=O)C. The product is [N:30]([CH2:11][CH2:12][C:13]1[O:14][C:15]2[CH:21]=[CH:20][C:19]([C:22]3[CH:27]=[CH:26][C:25]([C:28]#[N:29])=[CH:24][CH:23]=3)=[CH:18][C:16]=2[CH:17]=1)=[N+:31]=[N-:32]. The yield is 0.710. (5) The reactants are [NH:1]1[CH2:11][CH2:10][CH2:9][C@@H:3]([C:4]([O:6][CH2:7][CH3:8])=[O:5])[CH2:2]1.[CH:12](O)=O.C(=O)([O-])O.[Na+].[OH-].[Na+]. The catalyst is C=O. The product is [CH3:12][N:1]1[CH2:11][CH2:10][CH2:9][C@@H:3]([C:4]([O:6][CH2:7][CH3:8])=[O:5])[CH2:2]1. The yield is 0.730.